Dataset: Forward reaction prediction with 1.9M reactions from USPTO patents (1976-2016). Task: Predict the product of the given reaction. The product is: [CH2:32]([N:39]1[CH2:44][CH2:43][CH2:42][C:41](=[CH:6][CH2:5][CH2:4][C:2]#[N:3])[CH2:40]1)[C:33]1[CH:38]=[CH:37][CH:36]=[CH:35][CH:34]=1. Given the reactants [Br-].[C:2]([CH2:4][CH2:5][CH2:6][P+](C1C=CC=CC=1)(C1C=CC=CC=1)C1C=CC=CC=1)#[N:3].CC([O-])(C)C.[K+].[CH2:32]([N:39]1[CH2:44][CH2:43][CH2:42][C:41](=O)[CH2:40]1)[C:33]1[CH:38]=[CH:37][CH:36]=[CH:35][CH:34]=1, predict the reaction product.